The task is: Binary Classification. Given a drug SMILES string, predict its activity (active/inactive) in a high-throughput screening assay against a specified biological target.. This data is from HIV replication inhibition screening data with 41,000+ compounds from the AIDS Antiviral Screen. (1) The compound is CC1=CC2OC3CC(O)C(C)(C2(C)CC1=O)C31CO1. The result is 0 (inactive). (2) The drug is CCCCCCCCCCCCCCCC=C(c1cc(Br)cc(C(=O)OC)c1OC)c1cc(Br)cc(C(=O)OC)c1OC. The result is 0 (inactive). (3) The compound is O=C1NC(N2CCOCC2)=NC1=Cc1ccc(Cl)cc1. The result is 0 (inactive). (4) The drug is CSc1nnc(SC)nn1. The result is 0 (inactive). (5) The drug is CC(=O)Oc1cc2c(n(C)c1=O)CCC2. The result is 0 (inactive). (6) The molecule is O=S(=O)(O)CCO. The result is 0 (inactive). (7) The drug is COc1ccc(N2C(=O)C(N3C(=O)C=CC3=O)C2C=O)cc1. The result is 0 (inactive). (8) The compound is N#CC(=Cc1ccc(F)cc1)c1nc(O)c2ccccc2n1. The result is 0 (inactive). (9) The compound is COc1ccc(C=C2C(=O)OC(C)(C)OC2=O)cc1OC. The result is 0 (inactive). (10) The molecule is O=C(NCCCN(CCCCN(CCCNC(=O)C(F)(F)F)Cc1ccccc1)Cc1ccccc1)C(F)(F)F. The result is 0 (inactive).